This data is from Forward reaction prediction with 1.9M reactions from USPTO patents (1976-2016). The task is: Predict the product of the given reaction. (1) The product is: [CH2:12]1[C:13]2[C:18](=[CH:17][CH:16]=[CH:15][CH:14]=2)[CH2:19][C@@H:10]([CH2:9][NH:8][C:6](=[O:7])[O:5][C:1]([CH3:3])([CH3:2])[CH3:4])[NH:11]1. Given the reactants [C:1]([O:5][C:6]([NH:8][CH2:9][C@@H:10]1[CH2:19][C:18]2[C:13](=[CH:14][CH:15]=[CH:16][CH:17]=2)[CH2:12][N:11]1C(OCC1C=CC=CC=1)=O)=[O:7])([CH3:4])([CH3:3])[CH3:2], predict the reaction product. (2) Given the reactants Br[C:2]1[CH:7]=[CH:6][C:5]([C@@H:8]([C:22]2[N:23]=[N:24][N:25]([CH3:27])[CH:26]=2)[NH:9][C:10](=[O:21])[CH2:11][C:12]2[CH:17]=[CH:16][C:15]([CH:18]3[CH2:20][CH2:19]3)=[CH:14][CH:13]=2)=[CH:4][CH:3]=1.[CH2:28](B(O)O)[CH2:29][CH3:30].C(=O)([O-])[O-].[K+].[K+], predict the reaction product. The product is: [CH:18]1([C:15]2[CH:16]=[CH:17][C:12]([CH2:11][C:10]([NH:9][C@H:8]([C:22]3[N:23]=[N:24][N:25]([CH3:27])[CH:26]=3)[C:5]3[CH:6]=[CH:7][C:2]([CH2:28][CH2:29][CH3:30])=[CH:3][CH:4]=3)=[O:21])=[CH:13][CH:14]=2)[CH2:20][CH2:19]1. (3) Given the reactants [NH2:1][C:2]1[C:3]([CH3:9])=[CH:4][C:5]([Cl:8])=[N:6][CH:7]=1.[I:10]N1C(=O)CCC1=O.C(OCC)(=O)C, predict the reaction product. The product is: [NH2:1][C:2]1[C:7]([I:10])=[N:6][C:5]([Cl:8])=[CH:4][C:3]=1[CH3:9].